Task: Predict the product of the given reaction.. Dataset: Forward reaction prediction with 1.9M reactions from USPTO patents (1976-2016) (1) Given the reactants [C:1]1([CH3:12])[CH:6]=[CH:5][CH:4]=[CH:3][C:2]=1[C:7]1[S:8][CH:9]=[CH:10][CH:11]=1.[Cl:13][S:14](O)(=[O:16])=[O:15].P(Cl)(Cl)(Cl)=O.P(Cl)(Cl)(Cl)(Cl)Cl, predict the reaction product. The product is: [Cl:13][S:14]([C:9]1[S:8][C:7]([C:2]2[CH:3]=[CH:4][CH:5]=[CH:6][C:1]=2[CH3:12])=[CH:11][CH:10]=1)(=[O:16])=[O:15]. (2) The product is: [ClH:27].[CH3:19][N:18]1[CH:12]2[CH2:11][NH:10][CH2:17][CH:16]1[CH2:15][O:14][CH2:13]2. Given the reactants C1(S([N:10]2[CH2:17][CH:16]3[N:18]([CH3:19])[CH:12]([CH2:13][O:14][CH2:15]3)[CH2:11]2)(=O)=O)C=CC=CC=1.C1(C)C=CC=CC=1.[ClH:27], predict the reaction product. (3) Given the reactants [CH2:1]([O:3][C:4](=[O:19])[C:5]1[CH:10]=[CH:9][C:8]([CH:11]([NH2:18])[CH:12]2[CH2:15][C:14]([CH3:17])([CH3:16])[CH2:13]2)=[CH:7][CH:6]=1)[CH3:2].[CH3:20][C:21]1[CH:22]=[N+:23]([O-])[C:24]2[C:29]([CH:30]=1)=[CH:28][CH:27]=[CH:26][CH:25]=2.C(N(C(C)C)CC)(C)C.F[P-](F)(F)(F)(F)F.Br[P+](N1CCCC1)(N1CCCC1)N1CCCC1, predict the reaction product. The product is: [CH2:1]([O:3][C:4](=[O:19])[C:5]1[CH:10]=[CH:9][C:8]([CH:11]([CH:12]2[CH2:13][C:14]([CH3:16])([CH3:17])[CH2:15]2)[NH:18][C:22]2[C:21]([CH3:20])=[CH:30][C:29]3[C:24](=[CH:25][CH:26]=[CH:27][CH:28]=3)[N:23]=2)=[CH:7][CH:6]=1)[CH3:2]. (4) Given the reactants [F:1][C:2]1[CH:25]=[CH:24][C:5]([CH2:6][O:7][C:8]2[CH:13]=[CH:12][N:11]([C:14]3[CH:19]=[CH:18][C:17]([OH:20])=[C:16]([O:21][CH3:22])[CH:15]=3)[C:10](=[O:23])[CH:9]=2)=[CH:4][CH:3]=1.C([O-])([O-])=O.[K+].[K+].[CH3:32][C:33]1([CH3:36])[CH2:35][O:34]1.C(O)(C(F)(F)F)=O, predict the reaction product. The product is: [F:1][C:2]1[CH:3]=[CH:4][C:5]([CH2:6][O:7][C:8]2[CH:13]=[CH:12][N:11]([C:14]3[CH:19]=[CH:18][C:17]([O:20][CH2:32][C:33]([OH:34])([CH3:36])[CH3:35])=[C:16]([O:21][CH3:22])[CH:15]=3)[C:10](=[O:23])[CH:9]=2)=[CH:24][CH:25]=1. (5) Given the reactants CN(C)CCNC.C([Li])CCC.[F:13][C:14]1[CH:21]=[CH:20][C:17]([CH:18]=[O:19])=[CH:16][C:15]=1[O:22][CH3:23].[Cl:24]C(Cl)(Cl)C(Cl)(Cl)Cl, predict the reaction product. The product is: [Cl:24][C:16]1[C:15]([O:22][CH3:23])=[C:14]([F:13])[CH:21]=[CH:20][C:17]=1[CH:18]=[O:19].